This data is from Full USPTO retrosynthesis dataset with 1.9M reactions from patents (1976-2016). The task is: Predict the reactants needed to synthesize the given product. (1) Given the product [F:1][C:2]1[C:10]([O:11][C:12]2[C:21]3[C:16](=[CH:17][C:18]([O:24][CH2:25][C:26]4([CH2:29][N:31]([CH3:32])[CH3:33])[CH2:27][CH2:28]4)=[C:19]([O:22][CH3:23])[CH:20]=3)[N:15]=[CH:14][CH:13]=2)=[CH:9][CH:8]=[C:7]2[C:3]=1[CH:4]=[C:5]([CH3:34])[NH:6]2, predict the reactants needed to synthesize it. The reactants are: [F:1][C:2]1[C:10]([O:11][C:12]2[C:21]3[C:16](=[CH:17][C:18]([O:24][CH2:25][C:26]4([C:29]([N:31]([CH3:33])[CH3:32])=O)[CH2:28][CH2:27]4)=[C:19]([O:22][CH3:23])[CH:20]=3)[N:15]=[CH:14][CH:13]=2)=[CH:9][CH:8]=[C:7]2[C:3]=1[CH:4]=[C:5]([CH3:34])[NH:6]2.[H-].[H-].[H-].[H-].[Li+].[Al+3]. (2) Given the product [Cl:17][C:14]1[CH:15]=[CH:16][C:11]([N:8]2[CH2:9][CH2:10][N:5]([C:3](=[O:4])[CH2:2][N:22]3[C@H:23]([CH3:27])[CH2:24][CH2:25][CH2:26][C@@H:21]3[CH3:20])[CH2:6][CH2:7]2)=[CH:12][C:13]=1[O:18][CH3:19], predict the reactants needed to synthesize it. The reactants are: Cl[CH2:2][C:3]([N:5]1[CH2:10][CH2:9][N:8]([C:11]2[CH:16]=[CH:15][C:14]([Cl:17])=[C:13]([O:18][CH3:19])[CH:12]=2)[CH2:7][CH2:6]1)=[O:4].[CH3:20][C@H:21]1[CH2:26][CH2:25][CH2:24][C@@H:23]([CH3:27])[NH:22]1.C([O-])([O-])=O.[K+].[K+]. (3) The reactants are: [OH:1][C:2]1[CH:19]=[CH:18][CH:17]=[CH:16][C:3]=1[CH2:4][N:5]([CH2:13][CH2:14][CH3:15])C(=O)OC(C)(C)C.Cl. Given the product [CH2:13]([NH:5][CH2:4][C:3]1[CH:16]=[CH:17][CH:18]=[CH:19][C:2]=1[OH:1])[CH2:14][CH3:15], predict the reactants needed to synthesize it. (4) Given the product [N+:8]([C:5]1[CH:6]=[CH:7][C:2]2[S:17][CH:16]=[N:11][C:3]=2[CH:4]=1)([O-:10])=[O:9], predict the reactants needed to synthesize it. The reactants are: Cl[C:2]1[CH:7]=[CH:6][C:5]([N+:8]([O-:10])=[O:9])=[CH:4][C:3]=1[N+:11]([O-])=O.CN(C)[CH:16]=[S:17].C1(C)C(C)=CC=CC=1. (5) Given the product [F:16][C:2]([F:1])([F:15])[C:3]1[CH:14]=[CH:13][C:6]2[S:7][CH:8]=[CH:9][C:5]=2[CH:4]=1, predict the reactants needed to synthesize it. The reactants are: [F:1][C:2]([F:16])([F:15])[C:3]1[CH:14]=[CH:13][C:6]2[S:7][C:8](C(O)=O)=[CH:9][C:5]=2[CH:4]=1.N12CCCN=C1CCCCC2. (6) Given the product [C:1]([C:5]1[S:9]/[C:8](=[N:10]\[C:11](=[O:20])[C:12]2[CH:17]=[C:16]([Cl:18])[CH:15]=[CH:14][C:13]=2[O:30][CH2:25][C:26]([F:29])([F:28])[F:27])/[N:7]([CH2:21][CH2:22][CH2:23][CH3:24])[CH:6]=1)([CH3:4])([CH3:3])[CH3:2], predict the reactants needed to synthesize it. The reactants are: [C:1]([C:5]1[S:9]/[C:8](=[N:10]\[C:11](=[O:20])[C:12]2[CH:17]=[C:16]([Cl:18])[CH:15]=[CH:14][C:13]=2F)/[N:7]([CH2:21][CH2:22][CH2:23][CH3:24])[CH:6]=1)([CH3:4])([CH3:3])[CH3:2].[CH2:25]([OH:30])[C:26]([F:29])([F:28])[F:27].CC([O-])(C)C.[K+].